From a dataset of Peptide-MHC class I binding affinity with 185,985 pairs from IEDB/IMGT. Regression. Given a peptide amino acid sequence and an MHC pseudo amino acid sequence, predict their binding affinity value. This is MHC class I binding data. (1) The peptide sequence is ALVLLILMTA. The MHC is HLA-A68:02 with pseudo-sequence HLA-A68:02. The binding affinity (normalized) is 0.128. (2) The peptide sequence is AYMDRKSFK. The MHC is HLA-A69:01 with pseudo-sequence HLA-A69:01. The binding affinity (normalized) is 0.0847. (3) The peptide sequence is CLTSTVQLV. The MHC is HLA-A02:01 with pseudo-sequence HLA-A02:01. The binding affinity (normalized) is 0.528. (4) The peptide sequence is LSDNLSLVY. The MHC is HLA-A80:01 with pseudo-sequence HLA-A80:01. The binding affinity (normalized) is 0.526. (5) The peptide sequence is KTLTTTVVL. The MHC is HLA-A32:01 with pseudo-sequence HLA-A32:01. The binding affinity (normalized) is 0.793. (6) The peptide sequence is HPRVSSEVHI. The MHC is HLA-B44:03 with pseudo-sequence HLA-B44:03. The binding affinity (normalized) is 0.